This data is from Catalyst prediction with 721,799 reactions and 888 catalyst types from USPTO. The task is: Predict which catalyst facilitates the given reaction. (1) Reactant: [CH3:1][NH2:2].[CH2:3]([O:10][C:11]1[CH:12]=[C:13]2[C:18](=[CH:19][CH:20]=1)[N:17]=[CH:16][C:15]([N+:21]([O-:23])=[O:22])=[C:14]2Cl)[C:4]1[CH:9]=[CH:8][CH:7]=[CH:6][CH:5]=1. Product: [CH2:3]([O:10][C:11]1[CH:12]=[C:13]2[C:18](=[CH:19][CH:20]=1)[N:17]=[CH:16][C:15]([N+:21]([O-:23])=[O:22])=[C:14]2[NH:2][CH3:1])[C:4]1[CH:9]=[CH:8][CH:7]=[CH:6][CH:5]=1. The catalyst class is: 6. (2) Reactant: C([N:8]1[CH2:13][CH2:12][O:11][CH:10]([C:14]2[CH:19]=[CH:18][C:17]([O:20]CC3C=CC=CC=3)=[CH:16][CH:15]=2)[CH2:9]1)C1C=CC=CC=1.[H][H]. Product: [NH:8]1[CH2:13][CH2:12][O:11][CH:10]([C:14]2[CH:19]=[CH:18][C:17]([OH:20])=[CH:16][CH:15]=2)[CH2:9]1. The catalyst class is: 293. (3) Reactant: [CH3:1][CH:2]([C:4]1[N:8]([CH2:9][CH2:10][C@@H:11]([OH:19])[CH2:12][C@@H:13]([OH:18])[CH2:14][C:15]([O-:17])=[O:16])[C:7]([C:20]2[CH:21]=[CH:22][C:23]([F:26])=[CH:24][CH:25]=2)=[C:6]([C:27]2[CH:28]=[CH:29][CH:30]=[CH:31][CH:32]=2)[C:5]=1[C:33]([NH:35][C:36]1[CH:37]=[CH:38][CH:39]=[CH:40][CH:41]=1)=[O:34])[CH3:3].[CH3:3][CH:2]([C:4]1[N:8]([CH2:9][CH2:10][C@@H:11]([OH:19])[CH2:12][C@@H:13]([OH:18])[CH2:14][C:15]([O-:17])=[O:16])[C:7]([C:20]2[CH:25]=[CH:24][C:23]([F:26])=[CH:22][CH:21]=2)=[C:6]([C:27]2[CH:32]=[CH:31][CH:30]=[CH:29][CH:28]=2)[C:5]=1[C:33]([NH:35][C:36]1[CH:41]=[CH:40][CH:39]=[CH:38][CH:37]=1)=[O:34])[CH3:1].[Ca+2]. Product: [CH3:3][CH:2]([C:4]1[N:8]([CH2:9][CH2:10][C@@H:11]([OH:19])[CH2:12][C@@H:13]([OH:18])[CH2:14][C:15]([OH:17])=[O:16])[C:7]([C:20]2[CH:25]=[CH:24][C:23]([F:26])=[CH:22][CH:21]=2)=[C:6]([C:27]2[CH:32]=[CH:31][CH:30]=[CH:29][CH:28]=2)[C:5]=1[C:33]([NH:35][C:36]1[CH:41]=[CH:40][CH:39]=[CH:38][CH:37]=1)=[O:34])[CH3:1]. The catalyst class is: 35. (4) Reactant: C(OC(=O)[NH:7][C@@H:8]1[CH2:13][CH2:12][CH2:11][N:10]([C:14]2[C:19]([C:20]([F:23])([F:22])[F:21])=[CH:18][N:17]=[C:16]3[NH:24][CH:25]=[C:26]([NH:27][C:28]([C:30]4[CH:31]=[N:32][N:33]([CH2:35][C:36]5[CH:41]=[CH:40][C:39]([F:42])=[CH:38][CH:37]=5)[CH:34]=4)=[O:29])[C:15]=23)[CH2:9]1)(C)(C)C. The catalyst class is: 209. Product: [NH2:7][C@@H:8]1[CH2:13][CH2:12][CH2:11][N:10]([C:14]2[C:19]([C:20]([F:22])([F:23])[F:21])=[CH:18][N:17]=[C:16]3[NH:24][CH:25]=[C:26]([NH:27][C:28]([C:30]4[CH:31]=[N:32][N:33]([CH2:35][C:36]5[CH:37]=[CH:38][C:39]([F:42])=[CH:40][CH:41]=5)[CH:34]=4)=[O:29])[C:15]=23)[CH2:9]1. (5) Reactant: [H-].[Na+].[F:3][C:4]([F:15])([F:14])[C:5]1[CH:10]=[CH:9][N:8]=[CH:7][C:6]=1[C:11]([NH2:13])=[O:12].[CH2:16]([N:23]=[C:24]=[O:25])[C:17]1[CH:22]=[CH:21][CH:20]=[CH:19][CH:18]=1.Br[CH2:27][C:28](OC)=[O:29]. Product: [CH2:16]([N:23]1[C:28](=[O:29])[CH2:27][N:13]([C:11]([C:6]2[CH:7]=[N:8][CH:9]=[CH:10][C:5]=2[C:4]([F:3])([F:14])[F:15])=[O:12])[C:24]1=[O:25])[C:17]1[CH:22]=[CH:21][CH:20]=[CH:19][CH:18]=1. The catalyst class is: 255. (6) Reactant: Br[C:2]1[C:7]2[CH:8]=[C:9]([C:12]([F:18])([F:17])[C:13]([F:16])([F:15])[F:14])[CH:10]=[CH:11][C:6]=2[O:5][C:4]([CH2:21][F:22])([CH2:19][F:20])[CH:3]=1.[C:23]([CH2:25][CH2:26][NH2:27])#[N:24].[I-].[K+].Cl.CN(C)[CH:33]=[O:34]. Product: [C:23]([CH2:25][CH2:26][NH:27][C:33]([C:2]1[C:7]2[CH:8]=[C:9]([C:12]([F:18])([F:17])[C:13]([F:16])([F:15])[F:14])[CH:10]=[CH:11][C:6]=2[O:5][C:4]([CH2:21][F:22])([CH2:19][F:20])[CH:3]=1)=[O:34])#[N:24]. The catalyst class is: 235. (7) Reactant: C1([O:7][C:8](=O)[C:9]2[CH:14]=[CH:13][C:12]([NH:15][C:16]3[S:17][C:18]([C:22](=[O:31])[C:23]4[C:28]([F:29])=[CH:27][CH:26]=[CH:25][C:24]=4[F:30])=[C:19]([NH2:21])[N:20]=3)=[CH:11][C:10]=2[OH:32])C=CC=CC=1.[C:34]1([NH:40][CH2:41][CH2:42][NH2:43])[CH:39]=[CH:38][CH:37]=[CH:36][CH:35]=1. Product: [NH2:21][C:19]1[N:20]=[C:16]([NH:15][C:12]2[CH:13]=[CH:14][C:9]([C:8]([NH:43][CH2:42][CH2:41][NH:40][C:34]3[CH:39]=[CH:38][CH:37]=[CH:36][CH:35]=3)=[O:7])=[C:10]([OH:32])[CH:11]=2)[S:17][C:18]=1[C:22](=[O:31])[C:23]1[C:24]([F:30])=[CH:25][CH:26]=[CH:27][C:28]=1[F:29]. The catalyst class is: 3. (8) Reactant: [C:1]([O:5][C:6]([N:8]1[CH2:13][CH2:12][C:11]([NH2:17])([C:14]([OH:16])=[O:15])[CH2:10][CH2:9]1)=[O:7])([CH3:4])([CH3:3])[CH3:2].C(=O)([O-])[O-].[K+].[K+].Cl[C:25]([O:27][CH2:28][CH:29]=[CH2:30])=[O:26]. Product: [C:1]([O:5][C:6]([N:8]1[CH2:9][CH2:10][C:11]([NH:17][C:25]([O:27][CH2:28][CH:29]=[CH2:30])=[O:26])([C:14]([OH:16])=[O:15])[CH2:12][CH2:13]1)=[O:7])([CH3:4])([CH3:2])[CH3:3]. The catalyst class is: 38. (9) Product: [Cl:15][C:16]1[CH:17]=[CH:18][C:19]([C:22]2[CH:27]=[CH:26][C:25]([C:3](=[O:5])[CH2:2][C:1]([O:7][CH2:8][CH3:9])=[O:6])=[CH:24][CH:23]=2)=[CH:20][CH:21]=1. Reactant: [C:1]([O:7][CH2:8][CH3:9])(=[O:6])[CH2:2][C:3]([O-:5])=O.C([Li])CCC.[Cl:15][C:16]1[CH:21]=[CH:20][C:19]([C:22]2[CH:27]=[CH:26][C:25](C(Cl)=O)=[CH:24][CH:23]=2)=[CH:18][CH:17]=1.Cl. The catalyst class is: 1. (10) Product: [C:34]([C:31]1[CH:30]=[C:26]([CH:25]=[C:24]([C:20]([CH3:23])([CH3:22])[CH3:21])[C:32]=1[OH:33])[C:27]([N:8]1[CH2:9][C@@H:6]([NH:5][C:3](=[O:4])[C:2]([F:1])([F:11])[F:12])[C@@H:7]1[CH3:10])=[O:28])([CH3:37])([CH3:36])[CH3:35]. The catalyst class is: 4. Reactant: [F:1][C:2]([F:12])([F:11])[C:3]([NH:5][C@@H:6]1[CH2:9][NH:8][C@H:7]1[CH3:10])=[O:4].C(N(CC)CC)C.[C:20]([C:24]1[CH:25]=[C:26]([CH:30]=[C:31]([C:34]([CH3:37])([CH3:36])[CH3:35])[C:32]=1[OH:33])[C:27](Cl)=[O:28])([CH3:23])([CH3:22])[CH3:21].